The task is: Predict the product of the given reaction.. This data is from Forward reaction prediction with 1.9M reactions from USPTO patents (1976-2016). (1) Given the reactants [Br:1][C:2]1[CH:7]=[CH:6][C:5]([OH:8])=[CH:4][CH:3]=1.Br[CH2:10][CH2:11][CH2:12][OH:13].CN(C)C=O.C(=O)([O-])[O-].[K+].[K+], predict the reaction product. The product is: [Br:1][C:2]1[CH:7]=[CH:6][C:5]([O:8][CH2:10][CH2:11][CH2:12][OH:13])=[CH:4][CH:3]=1. (2) Given the reactants [Cl:1][C:2]1[CH:3]=[CH:4][C:5]([O:17][CH2:18][C:19]2[CH:24]=[CH:23][CH:22]=[CH:21][CH:20]=2)=[C:6]([CH2:8][N:9]2[CH:13]=[CH:12][C:11]([N+:14]([O-])=O)=[N:10]2)[CH:7]=1.C(=O)(O)[O-].[Na+], predict the reaction product. The product is: [Cl:1][C:2]1[CH:3]=[CH:4][C:5]([O:17][CH2:18][C:19]2[CH:20]=[CH:21][CH:22]=[CH:23][CH:24]=2)=[C:6]([CH2:8][N:9]2[CH:13]=[CH:12][C:11]([NH2:14])=[N:10]2)[CH:7]=1. (3) The product is: [NH2:7][C:8]([CH3:10])([CH3:9])[C:11]([NH:12][C@H:13]([CH2:34][O:35][CH2:36][C:37]1[CH:38]=[CH:39][C:40]([F:43])=[CH:41][CH:42]=1)[C:14]([N:16]1[CH2:33][CH2:32][CH2:31][C:18]2([C:22](=[O:23])[N:21]([CH3:24])[CH2:20][CH:19]2[C:25]2[CH:30]=[CH:29][CH:28]=[CH:27][CH:26]=2)[CH2:17]1)=[O:15])=[O:44]. Given the reactants C(OC(=O)[NH:7][C:8]([C:11](=[O:44])[NH:12][C@H:13]([CH2:34][O:35][CH2:36][C:37]1[CH:42]=[CH:41][C:40]([F:43])=[CH:39][CH:38]=1)[C:14]([N:16]1[CH2:33][CH2:32][CH2:31][C:18]2([C:22](=[O:23])[N:21]([CH3:24])[CH2:20][CH:19]2[C:25]2[CH:30]=[CH:29][CH:28]=[CH:27][CH:26]=2)[CH2:17]1)=[O:15])([CH3:10])[CH3:9])(C)(C)C.C(O)(C(F)(F)F)=O, predict the reaction product. (4) Given the reactants C[O:2][C:3](=O)[C:4]1[CH:9]=[CH:8][C:7]([C:10]2[CH2:14][C:13]([C:19]3[CH:24]=[C:23]([Cl:25])[CH:22]=[C:21]([Cl:26])[CH:20]=3)([C:15]([F:18])([F:17])[F:16])[O:12][N:11]=2)=[CH:6][C:5]=1[Cl:27].[H-].C([Al+]CC(C)C)C(C)C.CO, predict the reaction product. The product is: [Cl:27][C:5]1[CH:6]=[C:7]([C:10]2[CH2:14][C:13]([C:19]3[CH:20]=[C:21]([Cl:26])[CH:22]=[C:23]([Cl:25])[CH:24]=3)([C:15]([F:18])([F:17])[F:16])[O:12][N:11]=2)[CH:8]=[CH:9][C:4]=1[CH:3]=[O:2].[Cl:27][C:5]1[CH:6]=[C:7]([C:10]2[CH2:14][C:13]([C:19]3[CH:20]=[C:21]([Cl:26])[CH:22]=[C:23]([Cl:25])[CH:24]=3)([C:15]([F:17])([F:16])[F:18])[O:12][N:11]=2)[CH:8]=[CH:9][C:4]=1[CH2:3][OH:2].